From a dataset of Catalyst prediction with 721,799 reactions and 888 catalyst types from USPTO. Predict which catalyst facilitates the given reaction. (1) Product: [CH3:46][C:41]([NH:40][C:38](=[O:39])[O:37][C:33]([CH3:36])([CH3:35])[CH3:34])([CH3:45])[C:42]([NH:1][C@H:2]([CH2:29][CH:30]([CH3:32])[CH3:31])[C:3](=[O:4])[NH:5][CH:6]1[CH2:15][C:14]2[C:9](=[C:10]([N:16]3[CH2:20][CH2:19][CH2:18][C:17]3=[O:21])[CH:11]=[CH:12][CH:13]=2)[N:8]([CH2:22][C:23]2[CH:27]=[CH:26][S:25][CH:24]=2)[C:7]1=[O:28])=[O:43]. Reactant: [NH2:1][C@H:2]([CH2:29][CH:30]([CH3:32])[CH3:31])[C:3]([NH:5][CH:6]1[CH2:15][C:14]2[C:9](=[C:10]([N:16]3[CH2:20][CH2:19][CH2:18][C:17]3=[O:21])[CH:11]=[CH:12][CH:13]=2)[N:8]([CH2:22][C:23]2[CH:27]=[CH:26][S:25][CH:24]=2)[C:7]1=[O:28])=[O:4].[C:33]([O:37][C:38]([NH:40][C:41]([CH3:46])([CH3:45])[C:42](O)=[O:43])=[O:39])([CH3:36])([CH3:35])[CH3:34].ON1C2C=CC=CC=2N=N1.Cl.C(N=C=NCCCN(C)C)C.[Cl-].[Na+]. The catalyst class is: 7. (2) Reactant: [Cl:1][C:2]1[CH:7]=[CH:6][C:5]([C:8]2[S:9][C:10]([C:17]([C:19]3[O:20][CH:21]=[CH:22][CH:23]=3)=[O:18])=[CH:11][C:12]=2[CH2:13][C:14]([OH:16])=[O:15])=[CH:4][CH:3]=1.C(Cl)(=O)C(Cl)=O.CN(C)C=O.[C:35](O)([CH3:38])([CH3:37])[CH3:36]. Product: [Cl:1][C:2]1[CH:7]=[CH:6][C:5]([C:8]2[S:9][C:10]([C:17]([C:19]3[O:20][CH:21]=[CH:22][CH:23]=3)=[O:18])=[CH:11][C:12]=2[CH2:13][C:14]([O:16][C:35]([CH3:38])([CH3:37])[CH3:36])=[O:15])=[CH:4][CH:3]=1. The catalyst class is: 4. (3) Product: [NH2:9][CH2:8][CH:7]([C:4]1[S:5][CH:6]=[C:2]([CH3:1])[N:3]=1)[OH:12]. Reactant: [CH3:1][C:2]1[N:3]=[C:4]([CH:7]([OH:12])[CH2:8][N+:9]([O-])=O)[S:5][CH:6]=1. The catalyst class is: 43. (4) Reactant: [S:1]1[CH2:6][CH2:5][N:4]([CH:7]2[CH2:11][CH2:10][N:9]([C:12]([O:14][C:15]([CH3:18])([CH3:17])[CH3:16])=[O:13])[CH2:8]2)[C:3]2[CH:19]=[CH:20][CH:21]=[CH:22][C:2]1=2.[Br:23]N1C(=O)CCC1=O. Product: [Br:23][C:21]1[CH:20]=[CH:19][C:3]2[N:4]([CH:7]3[CH2:11][CH2:10][N:9]([C:12]([O:14][C:15]([CH3:18])([CH3:17])[CH3:16])=[O:13])[CH2:8]3)[CH2:5][CH2:6][S:1][C:2]=2[CH:22]=1. The catalyst class is: 18. (5) The catalyst class is: 108. Reactant: Cl[C:2]1[C:11]([CH:12]=[O:13])=[CH:10][C:9]2[C:4](=[C:5]([Cl:14])[CH:6]=[CH:7][CH:8]=2)[N:3]=1.C([O-])([O-])=O.[Na+].[Na+].[N:21]1[CH:26]=[CH:25][CH:24]=[C:23](B(O)O)[CH:22]=1. Product: [Cl:14][C:5]1[CH:6]=[CH:7][CH:8]=[C:9]2[C:4]=1[N:3]=[C:2]([C:23]1[CH:22]=[N:21][CH:26]=[CH:25][CH:24]=1)[C:11]([CH:12]=[O:13])=[CH:10]2. (6) Reactant: [Cl:1][C:2]1[N:6]2[C:7](F)=[CH:8][CH:9]=[CH:10][C:5]2=[N:4][C:3]=1[CH2:12][N:13]([CH3:24])[C@@H:14]1[C:23]2[N:22]=[CH:21][CH:20]=[CH:19][C:18]=2[CH2:17][CH2:16][CH2:15]1.[CH3:25][N:26]1[CH2:31][CH2:30][NH:29][CH2:28][CH2:27]1. Product: [Cl:1][C:2]1[N:6]2[C:7]([N:29]3[CH2:30][CH2:31][N:26]([CH3:25])[CH2:27][CH2:28]3)=[CH:8][CH:9]=[CH:10][C:5]2=[N:4][C:3]=1[CH2:12][N:13]([CH3:24])[C@@H:14]1[C:23]2[N:22]=[CH:21][CH:20]=[CH:19][C:18]=2[CH2:17][CH2:16][CH2:15]1. The catalyst class is: 197. (7) Reactant: Cl.CN(C)CCCN=C=NCC.[C:13]1([C:19]2[CH:28]=[C:27]([C:29](O)=[O:30])[C:26]3[C:21](=[CH:22][CH:23]=[CH:24][CH:25]=3)[N:20]=2)[CH:18]=[CH:17][CH:16]=[CH:15][CH:14]=1.ON1C2C=CC=CC=2N=N1.[NH2:42][CH2:43][CH2:44][CH2:45][CH2:46][N:47]1[C:59]2[C:58]3[CH:57]=[CH:56][CH:55]=[CH:54][C:53]=3[N:52]=[C:51]([NH2:60])[C:50]=2[N:49]=[C:48]1[CH2:61][CH2:62][O:63][CH3:64]. Product: [NH2:60][C:51]1[C:50]2[N:49]=[C:48]([CH2:61][CH2:62][O:63][CH3:64])[N:47]([CH2:46][CH2:45][CH2:44][CH2:43][NH:42][C:29]([C:27]3[C:26]4[C:21](=[CH:22][CH:23]=[CH:24][CH:25]=4)[N:20]=[C:19]([C:13]4[CH:14]=[CH:15][CH:16]=[CH:17][CH:18]=4)[CH:28]=3)=[O:30])[C:59]=2[C:58]2[CH:57]=[CH:56][CH:55]=[CH:54][C:53]=2[N:52]=1. The catalyst class is: 272. (8) Reactant: [O:1]=[C:2]1[NH:10][C:5]2=[N:6][CH:7]=[CH:8][CH:9]=[C:4]2[C@:3]21[CH2:25][C:13]1[CH:14]=[C:15]3[C:20](=[CH:21][C:12]=1[CH2:11]2)[N:19]=[C:18]([C:22](O)=[O:23])[CH:17]=[CH:16]3.[NH:26]1[C:36]2[C:37]3[CH:28]([CH2:29][C:30](=[O:38])[NH:31][C:32]=3[CH:33]=[CH:34][CH:35]=2)[CH2:27]1.C(Cl)CCl.C1C=CC2N(O)N=NC=2C=1.C(N(CC)C(C)C)(C)C. Product: [O:38]=[C:30]1[CH2:29][CH:28]2[CH2:27][N:26]([C:22]([C:18]3[CH:17]=[CH:16][C:15]4[C:20](=[CH:21][C:12]5[CH2:11][C@:3]6([C:4]7[C:5](=[N:6][CH:7]=[CH:8][CH:9]=7)[NH:10][C:2]6=[O:1])[CH2:25][C:13]=5[CH:14]=4)[N:19]=3)=[O:23])[C:36]3[C:37]2=[C:32]([CH:33]=[CH:34][CH:35]=3)[NH:31]1. The catalyst class is: 3. (9) Reactant: C([O:3][C:4]([CH:6]1[CH:8]2[CH2:9][C:10]3[CH:11]=[C:12]([O:16][CH2:17][C:18]4[CH:23]=[C:22]([O:24][C:25]5[CH:30]=[CH:29][CH:28]=[CH:27][C:26]=5[C:31]([F:34])([F:33])[F:32])[CH:21]=[CH:20][C:19]=4[F:35])[N:13]=[CH:14][C:15]=3[CH:7]12)=[O:5])C.C1COCC1.[OH-].[Na+].Cl. Product: [F:35][C:19]1[CH:20]=[CH:21][C:22]([O:24][C:25]2[CH:30]=[CH:29][CH:28]=[CH:27][C:26]=2[C:31]([F:34])([F:32])[F:33])=[CH:23][C:18]=1[CH2:17][O:16][C:12]1[N:13]=[CH:14][C:15]2[CH:7]3[CH:6]([C:4]([OH:5])=[O:3])[CH:8]3[CH2:9][C:10]=2[CH:11]=1. The catalyst class is: 6. (10) Reactant: [Cl:1][C:2]([O:4]C(Cl)(Cl)Cl)=O.[N:9]1[CH:14]=[CH:13][CH:12]=[CH:11][C:10]=1[N:15]1[CH2:20][CH2:19][NH:18][CH2:17][CH2:16]1. Product: [N:9]1[CH:14]=[CH:13][CH:12]=[CH:11][C:10]=1[N:15]1[CH2:16][CH2:17][N:18]([C:2]([Cl:1])=[O:4])[CH2:19][CH2:20]1. The catalyst class is: 4.